From a dataset of Reaction yield outcomes from USPTO patents with 853,638 reactions. Predict the reaction yield, written as a fraction of the theoretical maximum amount of product (1.0 means a 100% yield; for example, 0.34 means a 34% yield). (1) The reactants are Br[C:2]1[C:11]2[CH:12]([CH2:14][N:15]3[CH2:20][CH2:19][CH:18]([N:21]([CH2:29][C:30]4[N:35]=[CH:34][C:33]5[O:36][CH2:37][CH2:38][O:39][C:32]=5[CH:31]=4)[C:22](=[O:28])[O:23][C:24]([CH3:27])([CH3:26])[CH3:25])[CH2:17][CH2:16]3)[CH2:13][N:9]3[C:10]=2[C:5]([CH:6]=[CH:7][C:8]3=[O:40])=[CH:4][CH:3]=1.[Cu][C:42]#[N:43]. The catalyst is CN(C)C=O. The product is [C:42]([C:2]1[C:11]2[CH:12]([CH2:14][N:15]3[CH2:20][CH2:19][CH:18]([N:21]([CH2:29][C:30]4[N:35]=[CH:34][C:33]5[O:36][CH2:37][CH2:38][O:39][C:32]=5[CH:31]=4)[C:22](=[O:28])[O:23][C:24]([CH3:25])([CH3:26])[CH3:27])[CH2:17][CH2:16]3)[CH2:13][N:9]3[C:10]=2[C:5]([CH:6]=[CH:7][C:8]3=[O:40])=[CH:4][CH:3]=1)#[N:43]. The yield is 0.480. (2) The reactants are [F:1][C:2]1[CH:3]=[C:4]([C:8]2[CH:9]=[C:10]([CH:14]=[C:15]([O:17][CH3:18])[CH:16]=2)[C:11]([OH:13])=O)[CH:5]=[CH:6][CH:7]=1.C(Cl)(C(Cl)=O)=O.[NH2:25][C:26]1[C:27]([CH3:34])=[C:28]([OH:33])[CH:29]=[CH:30][C:31]=1[F:32].C([O-])([O-])=O.[K+].[K+]. The catalyst is C(Cl)Cl.C1COCC1.O.CN(C=O)C. The product is [F:32][C:31]1[C:26]([NH:25][C:11](=[O:13])[C:10]2[CH:14]=[C:15]([O:17][CH3:18])[CH:16]=[C:8]([C:4]3[CH:5]=[CH:6][CH:7]=[C:2]([F:1])[CH:3]=3)[CH:9]=2)=[C:27]([CH3:34])[C:28]([OH:33])=[CH:29][CH:30]=1. The yield is 0.630. (3) The reactants are C(OC(=O)[NH:10][C@@H:11]1[CH2:17][CH2:16][CH2:15][N:14]([C:18]2[N:19]([CH3:49])[N:20]=[CH:21][C:22]=2[NH:23][C:24]([C:26]2[N:27]=[C:28]([C:39]3[C:44]([F:45])=[CH:43][C:42]([O:46][CH3:47])=[CH:41][C:40]=3[F:48])[S:29][C:30]=2[NH:31]C(OC(C)(C)C)=O)=[O:25])[CH2:13][CH2:12]1)C1C=CC=CC=1.Cl. No catalyst specified. The product is [NH2:31][C:30]1[S:29][C:28]([C:39]2[C:40]([F:48])=[CH:41][C:42]([O:46][CH3:47])=[CH:43][C:44]=2[F:45])=[N:27][C:26]=1[C:24]([NH:23][C:22]1[CH:21]=[N:20][N:19]([CH3:49])[C:18]=1[N:14]1[CH2:15][CH2:16][CH2:17][C@@H:11]([NH2:10])[CH2:12][CH2:13]1)=[O:25]. The yield is 0.943. (4) The catalyst is CN(C=O)C.O. The yield is 0.310. The product is [F:67][C:68]1[CH:69]=[CH:70][C:71]([C:77]([F:80])([F:79])[F:78])=[C:72]([CH:76]=1)[C:73]([N:45]1[CH2:46][CH2:47][N:49]([C:50](=[O:21])[CH2:51][NH:52][C:55]([C:56]2[C:57]3[C:58](=[CH:5][CH:4]=[CH:6][CH:62]=3)[CH:59]=[CH:60][CH:61]=2)=[O:66])[CH2:54][CH2:53]1)=[O:75]. The reactants are CCN(C(C)C)[CH:4]([CH3:6])[CH3:5].C1C2C(=CC=CC=2)C=CC=1C(O)=[O:21].C1C=CC2N(O)N=NC=2C=1.CCN=C=NCCCN(C)C.Cl.[NH2:45][CH2:46][C:47]([N:49]1[CH2:54][CH2:53][N:52]([C:55](=[O:66])[C:56]2[CH:61]=[CH:60][CH:59]=[CH:58][C:57]=2[C:62](F)(F)F)[CH2:51][CH2:50]1)=O.[F:67][C:68]1[CH:69]=[CH:70][C:71]([C:77]([F:80])([F:79])[F:78])=[C:72]([CH:76]=1)[C:73]([OH:75])=O. (5) The reactants are [Br:1][C:2]1[C:10]2[S:9][N:8]=[N:7][C:6]=2[CH:5]=[C:4](I)[CH:3]=1.[F:12][C:13]1[CH:14]=[C:15](B(O)O)[CH:16]=[CH:17][CH:18]=1.C(=O)([O-])[O-].[K+].[K+].O1CCOCC1. The catalyst is O. The product is [Br:1][C:2]1[C:10]2[S:9][N:8]=[N:7][C:6]=2[CH:5]=[C:4]([C:17]2[CH:16]=[CH:15][CH:14]=[C:13]([F:12])[CH:18]=2)[CH:3]=1. The yield is 0.830. (6) The reactants are Br[C:2]1[CH:7]=[CH:6][C:5]([CH3:8])=[CH:4][CH:3]=1.Cl[C:10]1[C:15]2[N:16]=[CH:17][S:18][C:14]=2[CH:13]=[CH:12][CH:11]=1. The catalyst is C1COCC1.[Cl-].[Zn+2].[Cl-].[Pd].C1C=CC([P]([Pd]([P](C2C=CC=CC=2)(C2C=CC=CC=2)C2C=CC=CC=2)([P](C2C=CC=CC=2)(C2C=CC=CC=2)C2C=CC=CC=2)[P](C2C=CC=CC=2)(C2C=CC=CC=2)C2C=CC=CC=2)(C2C=CC=CC=2)C2C=CC=CC=2)=CC=1. The product is [C:5]1([CH3:8])[CH:6]=[CH:7][C:2]([C:10]2[C:15]3[N:16]=[CH:17][S:18][C:14]=3[CH:13]=[CH:12][CH:11]=2)=[CH:3][CH:4]=1. The yield is 0.910. (7) The reactants are [F:1][C:2]1[N:7]=[C:6](B(O)O)[CH:5]=[CH:4][CH:3]=1.Cl[C:12]1[C:21]([N:22]([CH:24]([CH3:26])[CH3:25])[CH3:23])=[N:20][C:19]2[C:14](=[CH:15][CH:16]=[C:17]([C:27]([O:29][CH3:30])=[O:28])[CH:18]=2)[N:13]=1.[O-]P([O-])([O-])=O.[K+].[K+].[K+]. The catalyst is O1CCOCC1.O.C1C=CC([P]([Pd]([P](C2C=CC=CC=2)(C2C=CC=CC=2)C2C=CC=CC=2)([P](C2C=CC=CC=2)(C2C=CC=CC=2)C2C=CC=CC=2)[P](C2C=CC=CC=2)(C2C=CC=CC=2)C2C=CC=CC=2)(C2C=CC=CC=2)C2C=CC=CC=2)=CC=1. The product is [F:1][C:2]1[N:7]=[C:6]([C:12]2[C:21]([N:22]([CH:24]([CH3:26])[CH3:25])[CH3:23])=[N:20][C:19]3[C:14](=[CH:15][CH:16]=[C:17]([C:27]([O:29][CH3:30])=[O:28])[CH:18]=3)[N:13]=2)[CH:5]=[CH:4][CH:3]=1. The yield is 0.720. (8) The reactants are C([O:3][C:4](=O)[CH:5]([CH:11](OCC)[CH:12]([N:19]1[CH2:24][CH2:23][N:22]([C:25]([O:27][C:28]([CH3:31])([CH3:30])[CH3:29])=[O:26])[CH2:21][CH2:20]1)[C:13]1[CH:18]=[CH:17][CH:16]=[CH:15][N:14]=1)[C:6]([O:8][CH2:9][CH3:10])=[O:7])C. The catalyst is C1(C)C(C)=CC=CC=1. The product is [CH2:9]([O:8][C:6]([C:5]1[C:4](=[O:3])[N:14]2[CH:13]([CH:18]=[CH:17][CH:16]=[CH:15]2)[CH:12]([N:19]2[CH2:20][CH2:21][N:22]([C:25]([O:27][C:28]([CH3:30])([CH3:29])[CH3:31])=[O:26])[CH2:23][CH2:24]2)[CH:11]=1)=[O:7])[CH3:10]. The yield is 0.710. (9) The reactants are [C:1]1([CH:7]2[CH2:12][CH2:11][NH:10][CH2:9][CH2:8]2)[CH:6]=[CH:5][CH:4]=[CH:3][CH:2]=1.C=O.[C:15](O[BH-](OC(=O)C)OC(=O)C)(=O)C.[Na+]. The catalyst is C1COCC1.O. The product is [CH3:15][N:10]1[CH2:9][CH2:8][CH:7]([C:1]2[CH:6]=[CH:5][CH:4]=[CH:3][CH:2]=2)[CH2:12][CH2:11]1. The yield is 0.970. (10) The reactants are CS[C:3]1[N:11]([CH2:12][CH2:13][CH2:14][CH2:15][CH3:16])[C:10]2[N:9]=[CH:8][NH:7][C:6]=2[C:5](=[O:17])[N:4]=1.[OH-].[NH3:19]. No catalyst specified. The product is [NH:19]=[C:3]1[N:11]([CH2:12][CH2:13][CH2:14][CH2:15][CH3:16])[C:10]2[N:9]=[CH:8][NH:7][C:6]=2[C:5](=[O:17])[NH:4]1. The yield is 0.680.